From a dataset of Reaction yield outcomes from USPTO patents with 853,638 reactions. Predict the reaction yield, written as a fraction of the theoretical maximum amount of product (1.0 means a 100% yield; for example, 0.34 means a 34% yield). (1) The reactants are [CH3:1][N:2]([CH2:10][CH2:11][O:12][C:13]1[C:18]([C:19]([F:22])([F:21])[F:20])=[CH:17][C:16](B2OC(C)(C)C(C)(C)O2)=[CH:15][N:14]=1)[C:3](=[O:9])[O:4][C:5]([CH3:8])([CH3:7])[CH3:6].[NH2:32][C:33]1[C:34]([C:42]#[N:43])=[N:35][C:36](Cl)=[CH:37][C:38]=1[NH:39][CH3:40].C1(P(C2CCCCC2)C2CCCCC2)CCCCC1.P([O-])([O-])([O-])=O.[K+].[K+].[K+]. The catalyst is O1CCOCC1.O.C1C=CC(/C=C/C(/C=C/C2C=CC=CC=2)=O)=CC=1.C1C=CC(/C=C/C(/C=C/C2C=CC=CC=2)=O)=CC=1.C1C=CC(/C=C/C(/C=C/C2C=CC=CC=2)=O)=CC=1.[Pd].[Pd]. The product is [NH2:32][C:33]1[C:38]([NH:39][CH3:40])=[CH:37][C:36]([C:16]2[CH:15]=[N:14][C:13]([O:12][CH2:11][CH2:10][N:2]([CH3:1])[C:3](=[O:9])[O:4][C:5]([CH3:6])([CH3:7])[CH3:8])=[C:18]([C:19]([F:20])([F:21])[F:22])[CH:17]=2)=[N:35][C:34]=1[C:42]#[N:43]. The yield is 0.490. (2) The reactants are [Br:1][C:2]1[CH:3]=[C:4]([N+]([O-])=O)[C:5]([C:8]#[N:9])=[N:6][CH:7]=1.[CH2:13]([N:15]1[C:19]([OH:20])=[CH:18][CH:17]=[N:16]1)[CH3:14].C(=O)([O-])[O-].[Na+].[Na+].C(#N)C. The catalyst is C(OCC)(=O)C.C(Cl)(Cl)Cl.CCCCCC. The product is [Br:1][C:2]1[CH:3]=[C:4]([O:20][C:19]2[N:15]([CH2:13][CH3:14])[N:16]=[CH:17][CH:18]=2)[C:5]([C:8]#[N:9])=[N:6][CH:7]=1. The yield is 0.530. (3) The yield is 0.890. The catalyst is ClCCl. The product is [CH3:1][O:2][C:3]1[CH:17]=[CH:16][C:6]([O:7][C:8]2[CH:9]=[C:10]([CH:11]=[CH:12][CH:13]=2)[CH2:14][O:15][S:19]([CH3:18])(=[O:21])=[O:20])=[CH:5][CH:4]=1. The reactants are [CH3:1][O:2][C:3]1[CH:17]=[CH:16][C:6]([O:7][C:8]2[CH:9]=[C:10]([CH2:14][OH:15])[CH:11]=[CH:12][CH:13]=2)=[CH:5][CH:4]=1.[CH3:18][S:19](Cl)(=[O:21])=[O:20].C(N(CC)CC)C.